Dataset: Forward reaction prediction with 1.9M reactions from USPTO patents (1976-2016). Task: Predict the product of the given reaction. (1) Given the reactants Br[C:2]1[CH:7]=[CH:6][C:5]([C:8]([F:11])([F:10])[F:9])=[CH:4][C:3]=1[S:12]([NH:15][CH2:16][CH2:17][OH:18])(=[O:14])=[O:13].[F:19][C:20]1[CH:25]=[C:24](B2OC(C)(C)C(C)(C)O2)[CH:23]=[CH:22][C:21]=1[C:35]1[CH:36]=[N:37][C:38]([NH2:41])=[N:39][CH:40]=1, predict the reaction product. The product is: [NH2:41][C:38]1[N:39]=[CH:40][C:35]([C:21]2[CH:22]=[CH:23][C:24]([C:2]3[C:3]([S:12]([NH:15][CH2:16][CH2:17][OH:18])(=[O:14])=[O:13])=[CH:4][C:5]([C:8]([F:11])([F:10])[F:9])=[CH:6][CH:7]=3)=[CH:25][C:20]=2[F:19])=[CH:36][N:37]=1. (2) Given the reactants [C:1]([NH:4][C@@H:5]([CH2:10][S:11][CH2:12][C:13]([N:15]1[CH2:18][C:17]([N+:22]([O-:24])=[O:23])([N+:19]([O-:21])=[O:20])[CH2:16]1)=[O:14])[C:6]([O:8]C)=[O:7])(=[O:3])[CH3:2].[Li+].[OH-].Cl, predict the reaction product. The product is: [C:1]([NH:4][C@@H:5]([CH2:10][S:11][CH2:12][C:13]([N:15]1[CH2:18][C:17]([N+:22]([O-:24])=[O:23])([N+:19]([O-:21])=[O:20])[CH2:16]1)=[O:14])[C:6]([OH:8])=[O:7])(=[O:3])[CH3:2]. (3) The product is: [C:15]([C:14]1[CH:23]=[CH:24][C:25]2[N:26]=[C:8]([C:3]3[NH:4][C:5]([CH3:7])=[CH:6][C:2]=3[CH3:1])[NH:11][C:12]=2[CH:13]=1)(=[O:16])[C:17]1[CH:18]=[CH:19][CH:20]=[CH:21][CH:22]=1. Given the reactants [CH3:1][C:2]1[CH:6]=[C:5]([CH3:7])[NH:4][C:3]=1[C:8](O)=O.[NH2:11][C:12]1[CH:13]=[C:14]([CH:23]=[CH:24][C:25]=1[NH2:26])[C:15]([C:17]1[CH:22]=[CH:21][CH:20]=[CH:19][CH:18]=1)=[O:16].Cl.C(N=C=NCCCN(C)C)C.O.ON1C2C=CC=CC=2N=N1, predict the reaction product.